From a dataset of Reaction yield outcomes from USPTO patents with 853,638 reactions. Predict the reaction yield, written as a fraction of the theoretical maximum amount of product (1.0 means a 100% yield; for example, 0.34 means a 34% yield). (1) The catalyst is C1COCC1. The yield is 0.600. The product is [CH3:1][O:2][C:3](=[O:16])[CH2:4][CH2:5][N:6]1[C:10]2[CH:11]=[CH:12][CH:13]=[CH:14][C:9]=2[N:8]([CH2:33][C:29]2[C:30]3[C:25](=[CH:24][C:23]([O:22][Si:21]([C:17]([CH3:20])([CH3:19])[CH3:18])([CH3:36])[CH3:35])=[CH:32][CH:31]=3)[CH:26]=[CH:27][CH:28]=2)[C:7]1=[O:15]. The reactants are [CH3:1][O:2][C:3](=[O:16])[CH2:4][CH2:5][N:6]1[C:10]2[CH:11]=[CH:12][CH:13]=[CH:14][C:9]=2[NH:8][C:7]1=[O:15].[C:17]([Si:21]([CH3:36])([CH3:35])[O:22][C:23]1[CH:24]=[C:25]2[C:30](=[CH:31][CH:32]=1)[C:29]([CH2:33]O)=[CH:28][CH:27]=[CH:26]2)([CH3:20])([CH3:19])[CH3:18].C1(P(C2C=CC=CC=2)C2C=CC=CC=2)C=CC=CC=1.CC(OC(/N=N/C(OC(C)C)=O)=O)C. (2) The catalyst is C(N(CC)CC)C. The product is [Cl:1][C:2]1[C:11]([N+:12]([O-:14])=[O:13])=[C:10]([NH:16][CH2:17][CH2:18][O:19][CH2:20][CH2:21][O:22][CH2:23][CH2:24][O:25][CH2:26][CH2:27][P:28](=[O:35])([O:29][CH2:30][CH3:31])[O:32][CH2:33][CH3:34])[C:9]2[C:4](=[CH:5][CH:6]=[CH:7][CH:8]=2)[N:3]=1. The reactants are [Cl:1][C:2]1[C:11]([N+:12]([O-:14])=[O:13])=[C:10](Cl)[C:9]2[C:4](=[CH:5][CH:6]=[CH:7][CH:8]=2)[N:3]=1.[NH2:16][CH2:17][CH2:18][O:19][CH2:20][CH2:21][O:22][CH2:23][CH2:24][O:25][CH2:26][CH2:27][P:28](=[O:35])([O:32][CH2:33][CH3:34])[O:29][CH2:30][CH3:31]. The yield is 0.630.